This data is from Forward reaction prediction with 1.9M reactions from USPTO patents (1976-2016). The task is: Predict the product of the given reaction. (1) Given the reactants Cl.[NH2:2][C@@H:3]([C:5]1[C:10]([F:11])=[CH:9][C:8]([NH:12][S:13]([CH3:16])(=[O:15])=[O:14])=[C:7]([CH3:17])[CH:6]=1)[CH3:4].[F:18][C:19]([F:37])([F:36])[C:20]([C:23]1[CH:32]=[CH:31][C:30]2[CH2:29][C@@H:28]([C:33](O)=[O:34])[CH2:27][CH2:26][C:25]=2[N:24]=1)([CH3:22])[CH3:21].C(N(CC)C(C)C)(C)C.F[P-](F)(F)(F)(F)F.C[N+](C)=C(N(C)C)ON1C2N=CC=CC=2N=N1, predict the reaction product. The product is: [F:11][C:10]1[CH:9]=[C:8]([NH:12][S:13]([CH3:16])(=[O:15])=[O:14])[C:7]([CH3:17])=[CH:6][C:5]=1[C@H:3]([NH:2][C:33]([C@H:28]1[CH2:27][CH2:26][C:25]2[N:24]=[C:23]([C:20]([CH3:22])([CH3:21])[C:19]([F:37])([F:36])[F:18])[CH:32]=[CH:31][C:30]=2[CH2:29]1)=[O:34])[CH3:4]. (2) Given the reactants [C:1]1([C:7]2[C:11]3[N:12]=[CH:13][NH:14][C:15](=[O:16])[C:10]=3[S:9][N:8]=2)[CH:6]=[CH:5][CH:4]=[CH:3][CH:2]=1.C(=O)([O-])[O-].[Cs+].[Cs+].[O:23]1[C:25]2([CH2:30][CH2:29][N:28]([C:31]([O:33][C:34]([CH3:37])([CH3:36])[CH3:35])=[O:32])[CH2:27][CH2:26]2)[CH2:24]1, predict the reaction product. The product is: [OH:23][C:25]1([CH2:24][N:14]2[C:15](=[O:16])[C:10]3[S:9][N:8]=[C:7]([C:1]4[CH:2]=[CH:3][CH:4]=[CH:5][CH:6]=4)[C:11]=3[N:12]=[CH:13]2)[CH2:26][CH2:27][N:28]([C:31]([O:33][C:34]([CH3:37])([CH3:36])[CH3:35])=[O:32])[CH2:29][CH2:30]1. (3) Given the reactants [CH2:1]([C:3]1[CH:4]=[C:5]([OH:24])[CH:6]=[CH:7][C:8]=1[O:9][CH2:10][CH2:11][C:12]1[N:13]=[C:14]([C:18]2[CH:23]=[CH:22][CH:21]=[CH:20][CH:19]=2)[O:15][C:16]=1[CH3:17])[CH3:2].Br[CH2:26][C:27]([O:29][CH2:30][CH3:31])=[O:28].C(=O)([O-])[O-].[Cs+].[Cs+], predict the reaction product. The product is: [CH2:30]([O:29][C:27](=[O:28])[CH2:26][O:24][C:5]1[CH:6]=[CH:7][C:8]([O:9][CH2:10][CH2:11][C:12]2[N:13]=[C:14]([C:18]3[CH:19]=[CH:20][CH:21]=[CH:22][CH:23]=3)[O:15][C:16]=2[CH3:17])=[C:3]([CH2:1][CH3:2])[CH:4]=1)[CH3:31]. (4) Given the reactants S1C=CC=C1C[C@@H]1NC2C(=CC=CC=2)NC1=O.[F:18][C:19]1[CH:50]=[CH:49][C:22]([CH2:23][O:24][CH2:25][C:26]([NH:28][CH2:29][C:30]#[C:31][C:32]2[CH:37]=[CH:36][C:35]([NH:38][C:39](=[O:48])[O:40][CH2:41][C:42]3[CH:43]=[N:44][CH:45]=[CH:46][CH:47]=3)=[CH:34][CH:33]=2)=[O:27])=[CH:21][CH:20]=1, predict the reaction product. The product is: [F:18][C:19]1[CH:20]=[CH:21][C:22]([CH2:23][O:24][CH2:25][C:26]([NH:28][CH2:29][CH2:30][CH2:31][C:32]2[CH:37]=[CH:36][C:35]([NH:38][C:39](=[O:48])[O:40][CH2:41][C:42]3[CH:43]=[N:44][CH:45]=[CH:46][CH:47]=3)=[CH:34][CH:33]=2)=[O:27])=[CH:49][CH:50]=1.